This data is from Forward reaction prediction with 1.9M reactions from USPTO patents (1976-2016). The task is: Predict the product of the given reaction. Given the reactants [CH3:1][O:2][C:3]1[C:12]([NH:13][C:14](=[O:18])OCC)=[N:11][C:10]2[C:5](=[CH:6][CH:7]=[C:8]([O:19][CH3:20])[CH:9]=2)[N:4]=1.[CH3:21][O:22][C:23]1[CH:24]=[C:25]([N:29]2[CH2:34][CH2:33][NH:32][CH2:31][CH2:30]2)[CH:26]=[CH:27][CH:28]=1, predict the reaction product. The product is: [CH3:1][O:2][C:3]1[C:12]([NH:13][C:14]([N:32]2[CH2:31][CH2:30][N:29]([C:25]3[CH:26]=[CH:27][CH:28]=[C:23]([O:22][CH3:21])[CH:24]=3)[CH2:34][CH2:33]2)=[O:18])=[N:11][C:10]2[C:5](=[CH:6][CH:7]=[C:8]([O:19][CH3:20])[CH:9]=2)[N:4]=1.